The task is: Predict the reaction yield, written as a fraction of the theoretical maximum amount of product (1.0 means a 100% yield; for example, 0.34 means a 34% yield).. This data is from Reaction yield outcomes from USPTO patents with 853,638 reactions. (1) The reactants are [F-].C([N+](CCCC)(CCCC)CCCC)CCC.C([Si](C)(C)[O:24][C:25]1[CH:26]=[C:27]([CH2:31][CH2:32][N:33]([CH2:47][CH2:48][CH2:49][CH2:50][CH2:51][CH2:52][CH3:53])[C:34]([NH:36][C:37]2[CH:42]=[CH:41][C:40]([O:43][CH3:44])=[CH:39][C:38]=2[O:45][CH3:46])=[O:35])[CH:28]=[CH:29][CH:30]=1)(C)(C)C.O1CCCC1. The catalyst is O. The product is [CH3:46][O:45][C:38]1[CH:39]=[C:40]([O:43][CH3:44])[CH:41]=[CH:42][C:37]=1[NH:36][C:34](=[O:35])[N:33]([CH2:47][CH2:48][CH2:49][CH2:50][CH2:51][CH2:52][CH3:53])[CH2:32][CH2:31][C:27]1[CH:28]=[CH:29][CH:30]=[C:25]([OH:24])[CH:26]=1. The yield is 0.940. (2) The product is [Cl:1][C:2]1[CH:11]=[C:10]2[C:5]([CH2:6][CH2:7][N:8]([C:45]([O:47][C:48]([CH3:51])([CH3:50])[CH3:49])=[O:46])[C@H:9]2[C:12]2[CH:16]=[C:15]([C:17]([C:19]3[C:20]([NH:25][C@@H:26]4[CH2:27][C@H:28]([CH2:42][O:43][S:57](=[O:60])(=[O:59])[NH2:58])[C@@H:29]([OH:31])[CH2:30]4)=[N:21][CH:22]=[N:23][CH:24]=3)=[O:18])[S:14][C:13]=2[CH3:44])=[CH:4][CH:3]=1. The reactants are [Cl:1][C:2]1[CH:11]=[C:10]2[C:5]([CH2:6][CH2:7][N:8]([C:45]([O:47][C:48]([CH3:51])([CH3:50])[CH3:49])=[O:46])[C@H:9]2[C:12]2[CH:16]=[C:15]([C:17]([C:19]3[C:20]([NH:25][C@H:26]4[CH2:30][C@H:29]([O:31][Si](C(C)C)(C(C)C)C(C)C)[C@@H:28]([CH2:42][OH:43])[CH2:27]4)=[N:21][CH:22]=[N:23][CH:24]=3)=[O:18])[S:14][C:13]=2[CH3:44])=[CH:4][CH:3]=1.CN(C=O)C.[S:57](Cl)(=[O:60])(=[O:59])[NH2:58]. The yield is 0.880. No catalyst specified. (3) The product is [CH3:2][O:3][C:4](=[O:34])[C@@H:5]([NH:9][C:10]([C:12]1[O:16][N:15]=[C:14]([C:17]2[CH:22]=[CH:21][C:20]([NH:23][C:24]3[S:25][C:26]4[CH:32]=[C:31]([F:33])[CH:30]=[CH:29][C:27]=4[N:28]=3)=[CH:19][CH:18]=2)[CH:13]=1)=[N:38][OH:39])[CH:6]([CH3:8])[CH3:7]. The yield is 0.680. The reactants are [Na].[CH3:2][O:3][C:4](=[O:34])[C@@H:5]([NH:9][C:10]([C:12]1[O:16][N:15]=[C:14]([C:17]2[CH:22]=[CH:21][C:20]([NH:23][C:24]3[S:25][C:26]4[CH:32]=[C:31]([F:33])[CH:30]=[CH:29][C:27]=4[N:28]=3)=[CH:19][CH:18]=2)[CH:13]=1)=S)[CH:6]([CH3:8])[CH3:7].IC.Cl.[NH2:38][OH:39].C([O-])(O)=O.[Na+]. The catalyst is CO. (4) The reactants are C([O:8][C:9]1[C:14](=[O:15])[CH:13]=[CH:12][N:11]([CH2:16][C:17]([F:20])([F:19])[F:18])[C:10]=1[CH3:21])C1C=CC=CC=1. The catalyst is [Pd].CO. The product is [OH:8][C:9]1[C:14](=[O:15])[CH:13]=[CH:12][N:11]([CH2:16][C:17]([F:20])([F:18])[F:19])[C:10]=1[CH3:21]. The yield is 0.890.